From a dataset of NCI-60 drug combinations with 297,098 pairs across 59 cell lines. Regression. Given two drug SMILES strings and cell line genomic features, predict the synergy score measuring deviation from expected non-interaction effect. Drug 1: CC1OCC2C(O1)C(C(C(O2)OC3C4COC(=O)C4C(C5=CC6=C(C=C35)OCO6)C7=CC(=C(C(=C7)OC)O)OC)O)O. Drug 2: C1=NC2=C(N1)C(=S)N=C(N2)N. Cell line: ACHN. Synergy scores: CSS=79.1, Synergy_ZIP=-5.77, Synergy_Bliss=-6.29, Synergy_Loewe=-4.09, Synergy_HSA=-0.242.